This data is from Forward reaction prediction with 1.9M reactions from USPTO patents (1976-2016). The task is: Predict the product of the given reaction. (1) Given the reactants [Cl:1][C:2]1[CH:27]=[CH:26][C:5]([CH2:6][N:7]2[C:15]3[C:10](=[CH:11][C:12]([CH:16]=[C:17]4[S:21][C:20](SCC)=[N:19][C:18]4=[O:25])=[CH:13][CH:14]=3)[CH:9]=[N:8]2)=[C:4]([C:28]([F:31])([F:30])[F:29])[CH:3]=1.[C:32]([O:36][C:37]([N:39]1[CH2:44][CH2:43][CH:42]([NH:45][CH3:46])[CH:41]([F:47])[CH2:40]1)=[O:38])([CH3:35])([CH3:34])[CH3:33], predict the reaction product. The product is: [C:32]([O:36][C:37]([N:39]1[CH2:44][CH2:43][CH:42]([N:45]([C:20]2[S:21][C:17](=[CH:16][C:12]3[CH:11]=[C:10]4[C:15](=[CH:14][CH:13]=3)[N:7]([CH2:6][C:5]3[CH:26]=[CH:27][C:2]([Cl:1])=[CH:3][C:4]=3[C:28]([F:29])([F:31])[F:30])[N:8]=[CH:9]4)[C:18](=[O:25])[N:19]=2)[CH3:46])[CH:41]([F:47])[CH2:40]1)=[O:38])([CH3:35])([CH3:34])[CH3:33]. (2) Given the reactants [CH3:1][C:2]([O:4][C@@H:5]1[C:19](=[O:20])[C@H:18]2[C@@:8]([CH3:27])([CH2:9][CH2:10][C@@H:11]3[C@:17]2([CH3:21])[CH2:16][C@@H:15]([C:22]2[CH:23]=[CH:24][O:25][CH:26]=2)[O:14][C:12]3=[O:13])[C@H:7]([C:28]([O:30][CH3:31])=[O:29])[CH2:6]1)=[O:3].[Br:32]N1C(=O)CCC1=O.C([O-])([O-])=O.[Na+].[Na+], predict the reaction product. The product is: [CH3:31][O:30][C:28]([C@@H:7]1[CH2:6][C@H:5]([O:4][C:2](=[O:3])[CH3:1])[C:19](=[O:20])[C@H:18]2[C@@:8]1([CH3:27])[CH2:9][CH2:10][C@@H:11]1[C@:17]2([CH3:21])[CH2:16][C@@H:15]([C:22]2[CH:23]=[CH:24][O:25][C:26]=2[Br:32])[O:14][C:12]1=[O:13])=[O:29]. (3) Given the reactants [Cl:1][C:2]1[CH:3]=[C:4](/[CH:19]=[CH:20]/[C:21]#[N:22])[CH:5]=[C:6]([O:8][C:9]2[CH:14]=[CH:13][C:12]([NH:15][CH3:16])=[CH:11][C:10]=2[O:17][CH3:18])[CH:7]=1.C([O-])([O-])=O.[Cs+].[Cs+].[Br:29][CH2:30]CBr, predict the reaction product. The product is: [Br:29][CH2:30][CH2:18][O:17][C:10]1[CH:11]=[C:12]([NH:15][CH3:16])[CH:13]=[CH:14][C:9]=1[O:8][C:6]1[CH:5]=[C:4](/[CH:19]=[CH:20]/[C:21]#[N:22])[CH:3]=[C:2]([Cl:1])[CH:7]=1.